Dataset: Reaction yield outcomes from USPTO patents with 853,638 reactions. Task: Predict the reaction yield, written as a fraction of the theoretical maximum amount of product (1.0 means a 100% yield; for example, 0.34 means a 34% yield). (1) The reactants are [NH:1]([C:18]([O:20][CH2:21][CH:22]1[C:34]2[C:29](=[CH:30][CH:31]=[CH:32][CH:33]=2)[C:28]2[C:23]1=[CH:24][CH:25]=[CH:26][CH:27]=2)=[O:19])[C@H:2]([C:15]([OH:17])=[O:16])[CH2:3][CH2:4][CH2:5][CH2:6][NH:7][C:8]([O:10][C:11]([CH3:14])([CH3:13])[CH3:12])=[O:9].[CH2:35](O)[C:36]1[CH:41]=[CH:40][CH:39]=[CH:38][CH:37]=1.C1CCC(N=C=NC2CCCCC2)CC1. The catalyst is C(Cl)Cl.CN(C1C=CN=CC=1)C. The product is [CH2:35]([N:1]([C:18]([O:20][CH2:21][CH:22]1[C:23]2[CH:24]=[CH:25][CH:26]=[CH:27][C:28]=2[C:29]2[C:34]1=[CH:33][CH:32]=[CH:31][CH:30]=2)=[O:19])[C@H:2]([C:15]([OH:17])=[O:16])[CH2:3][CH2:4][CH2:5][CH2:6][NH:7][C:8]([O:10][C:11]([CH3:13])([CH3:12])[CH3:14])=[O:9])[C:36]1[CH:41]=[CH:40][CH:39]=[CH:38][CH:37]=1. The yield is 0.960. (2) The reactants are [F:1][C:2]1[CH:7]=[CH:6][C:5]([F:8])=[CH:4][C:3]=1[CH2:9][C:10]([N:12]1[C:20]2[C:15](=[CH:16][C:17]([C:21]3[C:29]4[C:28]([NH2:30])=[N:27][CH:26]=[N:25][C:24]=4[N:23]([CH:31]4[CH2:36][CH2:35][NH:34][CH2:33][CH2:32]4)[CH:22]=3)=[CH:18][CH:19]=2)[CH2:14][CH2:13]1)=[O:11].[C:37](=O)([O-])[O-].[Cs+].[Cs+].IC. The catalyst is CN(C)C=O. The product is [F:1][C:2]1[CH:7]=[CH:6][C:5]([F:8])=[CH:4][C:3]=1[CH2:9][C:10]([N:12]1[C:20]2[C:15](=[CH:16][C:17]([C:21]3[C:29]4[C:28]([NH2:30])=[N:27][CH:26]=[N:25][C:24]=4[N:23]([CH:31]4[CH2:32][CH2:33][N:34]([CH3:37])[CH2:35][CH2:36]4)[CH:22]=3)=[CH:18][CH:19]=2)[CH2:14][CH2:13]1)=[O:11]. The yield is 0.183. (3) The reactants are [O:1]=[C:2]1[C:10](=[O:11])[C:9]2[C:4](=[CH:5][CH:6]=[C:7]([S:12](Cl)(=[O:14])=[O:13])[CH:8]=2)[NH:3]1.C1COCC1.[CH3:21][O:22][CH2:23][C@@H:24]1[CH2:28][CH2:27][CH2:26][NH:25]1.C(N(CC)C(C)C)(C)C. The catalyst is C(Cl)(Cl)Cl. The product is [CH3:21][O:22][CH2:23][C@@H:24]1[CH2:28][CH2:27][CH2:26][N:25]1[S:12]([C:7]1[CH:8]=[C:9]2[C:4](=[CH:5][CH:6]=1)[NH:3][C:2](=[O:1])[C:10]2=[O:11])(=[O:14])=[O:13]. The yield is 0.930.